Dataset: Forward reaction prediction with 1.9M reactions from USPTO patents (1976-2016). Task: Predict the product of the given reaction. (1) Given the reactants [OH:1][C@@H:2]1[C@H:6]2[O:7][C:8]([CH3:11])([CH3:10])[O:9][C@H:5]2[C@H:4](NC(=O)OCC2C=CC=CC=2)[CH2:3]1.[H-].[Na+].Br[CH2:26][C:27]([O:29][CH2:30][CH3:31])=[O:28].O.[C:33]([O:36][CH2:37][CH3:38])(=[O:35])C, predict the reaction product. The product is: [CH2:37]([O:36][C:33]([C@H:4]1[C@@H:5]2[O:9][C:8]([CH3:10])([CH3:11])[O:7][C@@H:6]2[C@@H:2]([O:1][CH2:26][C:27]([O:29][CH2:30][CH3:31])=[O:28])[CH2:3]1)=[O:35])[C:38]1[CH:5]=[CH:6][CH:2]=[CH:3][CH:4]=1. (2) Given the reactants [OH:1][C:2]1[CH:11]=[CH:10][C:5]2[C:6](=[O:9])[CH2:7][O:8][C:4]=2[C:3]=1[CH2:12][N:13]1[CH2:18][CH2:17][N:16]([C:19]([O:21][C:22]([CH3:25])([CH3:24])[CH3:23])=[O:20])[CH2:15][CH2:14]1.[Cl:26][C:27]1[N:32]=[C:31]2[NH:33][CH:34]=[C:35]([CH:36]=O)[C:30]2=[CH:29][CH:28]=1, predict the reaction product. The product is: [Cl:26][C:27]1[N:32]=[C:31]2[NH:33][CH:34]=[C:35](/[CH:36]=[C:7]3\[O:8][C:4]4[C:3]([CH2:12][N:13]5[CH2:14][CH2:15][N:16]([C:19]([O:21][C:22]([CH3:25])([CH3:24])[CH3:23])=[O:20])[CH2:17][CH2:18]5)=[C:2]([OH:1])[CH:11]=[CH:10][C:5]=4[C:6]\3=[O:9])[C:30]2=[CH:29][CH:28]=1. (3) The product is: [CH:1]1([NH:8][CH2:10][CH2:9][CH2:15][S:12]([OH:14])(=[O:13])=[O:11])[CH2:7][CH2:6][CH2:5][CH2:4][CH2:3][CH2:2]1. Given the reactants [CH:1]1([NH2:8])[CH2:7][CH2:6][CH2:5][CH2:4][CH2:3][CH2:2]1.[CH2:9]1[CH2:15][S:12](=[O:14])(=[O:13])[O:11][CH2:10]1.[K+].[Br-], predict the reaction product.